From a dataset of Catalyst prediction with 721,799 reactions and 888 catalyst types from USPTO. Predict which catalyst facilitates the given reaction. (1) Product: [NH2:1][C:4]1[CH:5]=[C:6]2[C:10](=[CH:11][CH:12]=1)[CH2:9][N:8]([C:13]([O:15][C:16]([CH3:19])([CH3:18])[CH3:17])=[O:14])[CH2:7]2. The catalyst class is: 19. Reactant: [N+:1]([C:4]1[CH:5]=[C:6]2[C:10](=[CH:11][CH:12]=1)[CH2:9][N:8]([C:13]([O:15][C:16]([CH3:19])([CH3:18])[CH3:17])=[O:14])[CH2:7]2)([O-])=O. (2) Reactant: [C:1]([C:3]1[CH:8]=[CH:7][C:6]([CH2:9][CH2:10][CH:11](/[CH:21]=[CH:22]/[C:23]2[CH:28]=[CH:27][CH:26]=[CH:25][C:24]=2[OH:29])[CH2:12][CH2:13][CH2:14][CH2:15][C:16]([O:18][CH2:19][CH3:20])=[O:17])=[CH:5][CH:4]=1)#[N:2].Br[CH2:31][CH2:32][CH2:33][CH2:34][CH2:35][C:36]1[CH:41]=[CH:40][CH:39]=[CH:38][CH:37]=1.C(=O)([O-])[O-].[K+].[K+]. Product: [C:1]([C:3]1[CH:8]=[CH:7][C:6]([CH2:9][CH2:10][CH:11](/[CH:21]=[CH:22]/[C:23]2[CH:28]=[CH:27][CH:26]=[CH:25][C:24]=2[O:29][CH2:31][CH2:32][CH2:33][CH2:34][CH2:35][C:36]2[CH:41]=[CH:40][CH:39]=[CH:38][CH:37]=2)[CH2:12][CH2:13][CH2:14][CH2:15][C:16]([O:18][CH2:19][CH3:20])=[O:17])=[CH:5][CH:4]=1)#[N:2]. The catalyst class is: 10. (3) Reactant: [C:1]([O:5][C:6]([N:8]1[CH2:12][C@@H:11]([C:13]2[CH:18]=[CH:17][C:16]([F:19])=[CH:15][N:14]=2)[C@H:10](C(O)=O)[CH2:9]1)=[O:7])([CH3:4])([CH3:3])[CH3:2].C1C=CC(P([N:37]=[N+]=[N-])(C2C=CC=CC=2)=O)=CC=1.C(N(CC)CC)C.[OH-].[Na+]. Product: [NH2:37][C@H:10]1[C@H:11]([C:13]2[CH:18]=[CH:17][C:16]([F:19])=[CH:15][N:14]=2)[CH2:12][N:8]([C:6]([O:5][C:1]([CH3:4])([CH3:3])[CH3:2])=[O:7])[CH2:9]1. The catalyst class is: 11. (4) The catalyst class is: 3. Reactant: [Cl:1][C:2]1[CH:25]=[CH:24][C:5]2[N:6]=[C:7]([NH:9][C:10]3[N:14]([CH2:15][CH3:16])[C:13]4[CH:17]=[CH:18][C:19]([C:21]([OH:23])=O)=[CH:20][C:12]=4[N:11]=3)[S:8][C:4]=2[CH:3]=1.[CH3:26][O:27][C:28]([CH3:32])([CH3:31])[CH2:29][NH2:30].CN(C(ON1N=NC2C=CC=CC1=2)=[N+](C)C)C.F[P-](F)(F)(F)(F)F.CCN(C(C)C)C(C)C. Product: [CH3:26][O:27][C:28]([CH3:32])([CH3:31])[CH2:29][NH:30][C:21]([C:19]1[CH:18]=[CH:17][C:13]2[N:14]([CH2:15][CH3:16])[C:10]([NH:9][C:7]3[S:8][C:4]4[CH:3]=[C:2]([Cl:1])[CH:25]=[CH:24][C:5]=4[N:6]=3)=[N:11][C:12]=2[CH:20]=1)=[O:23]. (5) Reactant: [CH2:1]([N:8]1[C:13](=[O:14])[C:12](Br)=[C:11]([O:16][CH3:17])[CH:10]=[N:9]1)[C:2]1[CH:7]=[CH:6][CH:5]=[CH:4][CH:3]=1.[F:18][C:19]1[CH:24]=[CH:23][C:22](B(O)O)=[CH:21][CH:20]=1.[F-].[Cs+].N. Product: [CH2:1]([N:8]1[C:13](=[O:14])[C:12]([C:22]2[CH:23]=[CH:24][C:19]([F:18])=[CH:20][CH:21]=2)=[C:11]([O:16][CH3:17])[CH:10]=[N:9]1)[C:2]1[CH:7]=[CH:6][CH:5]=[CH:4][CH:3]=1. The catalyst class is: 104. (6) Reactant: [CH2:1]([N:8]1[C:13](=[O:14])[CH:12]=[CH:11][C:10]([C:15]2[C:16]3[N:17]([N:23]=[C:24]([CH:30]([CH3:32])[CH3:31])[C:25]=3[C:26]([O:28]C)=[O:27])[C:18]([O:21][CH3:22])=[CH:19][CH:20]=2)=[N:9]1)[C:2]1[CH:7]=[CH:6][CH:5]=[CH:4][CH:3]=1.[OH-].[Li+].Cl. Product: [CH2:1]([N:8]1[C:13](=[O:14])[CH:12]=[CH:11][C:10]([C:15]2[C:16]3[N:17]([N:23]=[C:24]([CH:30]([CH3:32])[CH3:31])[C:25]=3[C:26]([OH:28])=[O:27])[C:18]([O:21][CH3:22])=[CH:19][CH:20]=2)=[N:9]1)[C:2]1[CH:3]=[CH:4][CH:5]=[CH:6][CH:7]=1. The catalyst class is: 278.